This data is from Reaction yield outcomes from USPTO patents with 853,638 reactions. The task is: Predict the reaction yield, written as a fraction of the theoretical maximum amount of product (1.0 means a 100% yield; for example, 0.34 means a 34% yield). The reactants are Cl.Cl.[NH:3]1[CH2:6][CH:5]([C:7]2[C:8]([O:28][CH3:29])=[C:9]([CH:15]([N:17]3[C:21]4=[N:22][CH:23]=[N:24][C:25]([NH2:26])=[C:20]4[C:19]([CH3:27])=[N:18]3)[CH3:16])[CH:10]=[C:11]([Cl:14])[C:12]=2[F:13])[CH2:4]1.C(N(CC)CC)C.[Si]([O:44][CH2:45][CH:46]=O)(C(C)(C)C)(C)C.C(O[BH-](OC(=O)C)OC(=O)C)(=O)C.[Na+].Cl.O. The catalyst is CO.O1CCCC1.C(#N)C. The product is [NH2:26][C:25]1[N:24]=[CH:23][N:22]=[C:21]2[N:17]([CH:15]([C:9]3[C:8]([O:28][CH3:29])=[C:7]([CH:5]4[CH2:4][N:3]([CH2:46][CH2:45][OH:44])[CH2:6]4)[C:12]([F:13])=[C:11]([Cl:14])[CH:10]=3)[CH3:16])[N:18]=[C:19]([CH3:27])[C:20]=12. The yield is 0.130.